From a dataset of Forward reaction prediction with 1.9M reactions from USPTO patents (1976-2016). Predict the product of the given reaction. Given the reactants Cl.CNOC.C[Al](C)C.[C:10]([O:14][C:15]([N:17]1[CH2:24][CH:23]2[CH2:25][CH:19]([CH2:20][CH:21]([C:26]([O-])=[O:27])[CH2:22]2)[CH2:18]1)=[O:16])([CH3:13])([CH3:12])[CH3:11].[O:29]1[CH:33]=[CH:32][CH:31]=[C:30]1[Li:34].[O:35]1[CH:39]=[CH:38][CH:37]=[CH:36]1.[Li]CCCC, predict the reaction product. The product is: [O:29]1[CH:33]=[CH:32][CH:31]=[C:30]1[Li:34].[O:35]1[CH:39]=[CH:38][CH:37]=[C:36]1[C:26]([CH:21]1[CH2:20][CH:19]2[CH2:25][CH:23]([CH2:24][N:17]([C:15]([O:14][C:10]([CH3:11])([CH3:12])[CH3:13])=[O:16])[CH2:18]2)[CH2:22]1)=[O:27].